Dataset: Forward reaction prediction with 1.9M reactions from USPTO patents (1976-2016). Task: Predict the product of the given reaction. (1) Given the reactants C1N=CN([C:6](N2C=NC=C2)=[O:7])C=1.[CH:13]1([C@H:17]([NH:19][C:20]2[N:28]=[C:27]([C:29](=[NH:32])[NH:30][OH:31])[N:26]=[C:25]3[C:21]=2[N:22]([CH2:43][C@H:44]2[CH2:49][CH2:48][C@H:47]([CH3:50])[CH2:46][CH2:45]2)[C:23]([N:33]2[CH2:38][CH2:37][CH2:36][CH2:35][CH:34]2[CH2:39][CH:40]([CH3:42])[CH3:41])=[N:24]3)[CH3:18])[CH2:16][CH2:15][CH2:14]1, predict the reaction product. The product is: [CH:13]1([C@H:17]([NH:19][C:20]2[N:28]=[C:27]([C:29]3[NH:32][C:6](=[O:7])[O:31][N:30]=3)[N:26]=[C:25]3[C:21]=2[N:22]([CH2:43][C@H:44]2[CH2:45][CH2:46][C@H:47]([CH3:50])[CH2:48][CH2:49]2)[C:23]([N:33]2[CH2:38][CH2:37][CH2:36][CH2:35][CH:34]2[CH2:39][CH:40]([CH3:42])[CH3:41])=[N:24]3)[CH3:18])[CH2:14][CH2:15][CH2:16]1. (2) Given the reactants Cl[CH2:2][CH2:3][CH2:4][N:5]1[C:14]2[C:9](=[CH:10][CH:11]=[CH:12][CH:13]=2)[N:8]2[CH:15]=[CH:16][CH:17]=[C:7]2[C:6]1=[O:18].[Cl:19][C:20]1[CH:25]=[CH:24][C:23]([CH:26]2[CH2:31][CH2:30][NH:29][CH2:28][CH2:27]2)=[CH:22][CH:21]=1.C(=O)([O-])[O-].[K+].[K+], predict the reaction product. The product is: [Cl:19][C:20]1[CH:25]=[CH:24][C:23]([CH:26]2[CH2:27][CH2:28][N:29]([CH2:2][CH2:3][CH2:4][N:5]3[C:14]4[C:9](=[CH:10][CH:11]=[CH:12][CH:13]=4)[N:8]4[CH:15]=[CH:16][CH:17]=[C:7]4[C:6]3=[O:18])[CH2:30][CH2:31]2)=[CH:22][CH:21]=1. (3) Given the reactants Cl[C:2]1[CH:3]=[CH:4][C:5]2[N:6]([CH:8]=[C:9]([NH:11][C:12](=[O:14])[CH3:13])[N:10]=2)[N:7]=1.[CH3:15][O:16][C:17]1[CH:18]=[C:19](B(O)O)[CH:20]=[CH:21][C:22]=1[O:23][CH3:24].ClCCl.C(=O)([O-])[O-].[K+].[K+], predict the reaction product. The product is: [CH3:15][O:16][C:17]1[CH:18]=[C:19]([C:2]2[CH:3]=[CH:4][C:5]3[N:6]([CH:8]=[C:9]([NH:11][C:12](=[O:14])[CH3:13])[N:10]=3)[N:7]=2)[CH:20]=[CH:21][C:22]=1[O:23][CH3:24]. (4) Given the reactants C(P(C(C)(C)C)C(C)(C)C)(C)(C)C.Br[C:15]1[CH:16]=[CH:17][C:18]([OH:23])=[C:19]([CH:22]=1)[CH:20]=[O:21].[C:24]([O:28][C:29]([N:31]1[CH2:36][CH2:35][NH:34][CH2:33][CH2:32]1)=[O:30])([CH3:27])([CH3:26])[CH3:25].CC(C)([O-])C.[Na+], predict the reaction product. The product is: [C:24]([O:28][C:29]([N:31]1[CH2:36][CH2:35][N:34]([C:15]2[CH:16]=[CH:17][C:18]([OH:23])=[C:19]([CH:22]=2)[CH:20]=[O:21])[CH2:33][CH2:32]1)=[O:30])([CH3:27])([CH3:25])[CH3:26]. (5) Given the reactants [C:1]([C:4]1[N:9]=[N:8][C:7]([NH:10][C@@H:11]2[CH2:16][CH2:15][CH2:14][N:13](C(OC(C)(C)C)=O)[CH2:12]2)=[N:6][C:5]=1[NH:24][C:25]1[CH:30]=[CH:29][C:28]([C:31]([N:33]2[CH2:38][CH2:37][O:36][CH2:35][CH2:34]2)=[O:32])=[CH:27][CH:26]=1)(=[O:3])[NH2:2].[ClH:39], predict the reaction product. The product is: [N:33]1([C:31]([C:28]2[CH:29]=[CH:30][C:25]([NH:24][C:5]3[N:6]=[C:7]([NH:10][C@@H:11]4[CH2:16][CH2:15][CH2:14][NH:13][CH2:12]4)[N:8]=[N:9][C:4]=3[C:1]([NH2:2])=[O:3])=[CH:26][CH:27]=2)=[O:32])[CH2:34][CH2:35][O:36][CH2:37][CH2:38]1.[ClH:39]. (6) Given the reactants [CH3:1][C:2]1[N:3]=[CH:4][N:5]([C:8]2[CH:9]=[C:10]([CH:12]=[CH:13][CH:14]=2)[NH2:11])[C:6]=1[CH3:7].[Cl:15][C:16]1[CH:21]=[C:20]([F:22])[CH:19]=[CH:18][C:17]=1[CH:23]=[CH:24][C:25](O)=[O:26].Cl.C(N=C=NCCCN(C)C)C, predict the reaction product. The product is: [Cl:15][C:16]1[CH:21]=[C:20]([F:22])[CH:19]=[CH:18][C:17]=1/[CH:23]=[CH:24]/[C:25]([NH:11][C:10]1[CH:12]=[CH:13][CH:14]=[C:8]([N:5]2[C:6]([CH3:7])=[C:2]([CH3:1])[N:3]=[CH:4]2)[CH:9]=1)=[O:26]. (7) Given the reactants [Br:1][C:2]1[CH:18]=[CH:17][C:5]([C:6]([NH:8][NH:9]C(OC(C)(C)C)=O)=[O:7])=[C:4]([Cl:19])[CH:3]=1, predict the reaction product. The product is: [ClH:19].[Br:1][C:2]1[CH:18]=[CH:17][C:5]([C:6]([NH:8][NH2:9])=[O:7])=[C:4]([Cl:19])[CH:3]=1. (8) Given the reactants C1(N2CCN([C:11]([C:13]3[CH:20]=[CH:19][C:16]([CH:17]=[O:18])=[CH:15][CH:14]=3)=[O:12])CC2)CCC1.C(C1C=CC(C=O)=CC=1)(O)=O.O=S(Cl)[Cl:34].CN(C=O)C.[OH-].[Na+].Cl, predict the reaction product. The product is: [CH:17]([C:16]1[CH:19]=[CH:20][C:13]([C:11]([Cl:34])=[O:12])=[CH:14][CH:15]=1)=[O:18]. (9) Given the reactants C(O[BH-](OC(=O)C)OC(=O)C)(=O)C.[Na+].[NH2:15][C@H:16]([CH:25]([CH3:27])[CH3:26])[C:17]([NH:19][CH:20]1[CH2:24][CH2:23][CH2:22][CH2:21]1)=[O:18].[CH:28]([C:30]1[CH:35]=[CH:34][N:33]=[C:32]2[N:36]([C:43]([O:45][C:46]([CH3:49])([CH3:48])[CH3:47])=[O:44])[CH:37]=[C:38]([C:39]([O:41][CH3:42])=[O:40])[C:31]=12)=O, predict the reaction product. The product is: [CH:20]1([NH:19][C:17](=[O:18])[C@H:16]([NH:15][CH2:28][C:30]2[CH:35]=[CH:34][N:33]=[C:32]3[N:36]([C:43]([O:45][C:46]([CH3:49])([CH3:48])[CH3:47])=[O:44])[CH:37]=[C:38]([C:39]([O:41][CH3:42])=[O:40])[C:31]=23)[CH:25]([CH3:27])[CH3:26])[CH2:24][CH2:23][CH2:22][CH2:21]1.